From a dataset of NCI-60 drug combinations with 297,098 pairs across 59 cell lines. Regression. Given two drug SMILES strings and cell line genomic features, predict the synergy score measuring deviation from expected non-interaction effect. (1) Drug 1: C1CC(=O)NC(=O)C1N2CC3=C(C2=O)C=CC=C3N. Drug 2: COCCOC1=C(C=C2C(=C1)C(=NC=N2)NC3=CC=CC(=C3)C#C)OCCOC.Cl. Cell line: ACHN. Synergy scores: CSS=23.1, Synergy_ZIP=-5.11, Synergy_Bliss=2.28, Synergy_Loewe=2.39, Synergy_HSA=4.34. (2) Drug 2: CC1CCCC2(C(O2)CC(NC(=O)CC(C(C(=O)C(C1O)C)(C)C)O)C(=CC3=CSC(=N3)C)C)C. Drug 1: CC12CCC3C(C1CCC2=O)CC(=C)C4=CC(=O)C=CC34C. Synergy scores: CSS=18.9, Synergy_ZIP=0.241, Synergy_Bliss=-0.707, Synergy_Loewe=-1.76, Synergy_HSA=-1.26. Cell line: SW-620. (3) Drug 1: CC1=C(C=C(C=C1)NC(=O)C2=CC=C(C=C2)CN3CCN(CC3)C)NC4=NC=CC(=N4)C5=CN=CC=C5. Drug 2: CN(C(=O)NC(C=O)C(C(C(CO)O)O)O)N=O. Cell line: KM12. Synergy scores: CSS=0.463, Synergy_ZIP=0.710, Synergy_Bliss=0.821, Synergy_Loewe=-3.88, Synergy_HSA=-1.89. (4) Drug 1: CCN(CC)CCCC(C)NC1=C2C=C(C=CC2=NC3=C1C=CC(=C3)Cl)OC. Cell line: T-47D. Drug 2: C1CN(CCN1C(=O)CCBr)C(=O)CCBr. Synergy scores: CSS=26.8, Synergy_ZIP=-9.25, Synergy_Bliss=-1.20, Synergy_Loewe=1.84, Synergy_HSA=4.92. (5) Drug 1: CC1=CC2C(CCC3(C2CCC3(C(=O)C)OC(=O)C)C)C4(C1=CC(=O)CC4)C. Drug 2: C1=CC(=CC=C1CC(C(=O)O)N)N(CCCl)CCCl.Cl. Cell line: EKVX. Synergy scores: CSS=14.4, Synergy_ZIP=-2.58, Synergy_Bliss=6.43, Synergy_Loewe=5.53, Synergy_HSA=5.75.